Task: Predict which catalyst facilitates the given reaction.. Dataset: Catalyst prediction with 721,799 reactions and 888 catalyst types from USPTO Reactant: [CH:1]([C:4]1[CH:9]=[CH:8][N:7]=[CH:6][C:5]=1[CH3:10])([CH3:3])[CH3:2].C1C=C(Cl)C=C(C(OO)=[O:19])C=1. Product: [CH:1]([C:4]1[CH:9]=[CH:8][N+:7]([O-:19])=[CH:6][C:5]=1[CH3:10])([CH3:3])[CH3:2]. The catalyst class is: 4.